From a dataset of Catalyst prediction with 721,799 reactions and 888 catalyst types from USPTO. Predict which catalyst facilitates the given reaction. (1) Product: [Cl:1][C:2]1[C:3]2[C:10]([I:18])=[CH:9][N:8]([C:11]3[CH:12]=[C:13]([CH3:17])[CH:14]=[CH:15][CH:16]=3)[C:4]=2[N:5]=[CH:6][N:7]=1. The catalyst class is: 2. Reactant: [Cl:1][C:2]1[C:3]2[CH:10]=[CH:9][N:8]([C:11]3[CH:12]=[C:13]([CH3:17])[CH:14]=[CH:15][CH:16]=3)[C:4]=2[N:5]=[CH:6][N:7]=1.[I:18]I. (2) Reactant: Cl[C:2]1[C:7]([N+:8]([O-:10])=[O:9])=[CH:6][CH:5]=[CH:4][N:3]=1.[CH3:11][C:12]1[CH:13]=[C:14]([OH:23])[N:15]([C:17]2[CH:22]=[CH:21][CH:20]=[CH:19][CH:18]=2)[N:16]=1.C(=O)([O-])[O-].[Cs+].[Cs+]. Product: [CH3:11][C:12]1[CH:13]=[C:14]([O:23][C:2]2[C:7]([N+:8]([O-:10])=[O:9])=[CH:6][CH:5]=[CH:4][N:3]=2)[N:15]([C:17]2[CH:22]=[CH:21][CH:20]=[CH:19][CH:18]=2)[N:16]=1. The catalyst class is: 42.